This data is from Forward reaction prediction with 1.9M reactions from USPTO patents (1976-2016). The task is: Predict the product of the given reaction. (1) Given the reactants [CH:1]1[C:10]2[CH2:9][CH2:8][CH2:7][CH2:6][C:5]=2[CH:4]=[C:3]([CH2:11][OH:12])[N:2]=1, predict the reaction product. The product is: [CH:1]1[C:10]2[CH2:9][CH2:8][CH2:7][CH2:6][C:5]=2[CH:4]=[C:3]([CH:11]=[O:12])[N:2]=1. (2) The product is: [N:1]1[NH:2][N:3]=[N:17][C:10]=1[N:11]1[CH2:15][CH2:14][C@@H:13]([OH:16])[CH2:12]1. Given the reactants [N:1]1([C:10](=[NH:17])[N:11]2[CH2:15][CH2:14][C@@H:13]([OH:16])[CH2:12]2)C2C=CC=CC=2[N:3]=[N:2]1.[N-]=[N+]=[N-].[Na+].CC(O)=O, predict the reaction product. (3) Given the reactants CN1[C@@H]([C@H:12]2[O:21][C:19](=[O:20])[C:18]3[C:17]([O:22][CH3:23])=[C:16]([O:24][CH3:25])[CH:15]=[CH:14][C:13]2=3)C2C(OC)=C3OCOC3=CC=2CC1.N1C=CC=CC=1.ICl.N, predict the reaction product. The product is: [CH3:25][O:24][C:16]1[C:17]([O:22][CH3:23])=[C:18]2[C:13]([CH2:12][O:21][C:19]2=[O:20])=[CH:14][CH:15]=1. (4) Given the reactants Cl.[NH2:2][C:3]1[CH:8]=[CH:7][C:6]([C:9]2[CH:10]=[CH:11][C:12]([NH:15][CH2:16][CH2:17][N:18]3[CH2:23][CH2:22][C:21]([F:25])([F:24])[CH2:20][CH2:19]3)=[N:13][CH:14]=2)=[CH:5][CH:4]=1.[C:26]([C:30]1[O:34][N:33]=[C:32]([NH:35][C:36](=O)[O:37]C2C=CC=CC=2)[CH:31]=1)([CH3:29])([CH3:28])[CH3:27], predict the reaction product. The product is: [C:26]([C:30]1[O:34][N:33]=[C:32]([NH:35][C:36]([NH:2][C:3]2[CH:4]=[CH:5][C:6]([C:9]3[CH:14]=[N:13][C:12]([NH:15][CH2:16][CH2:17][N:18]4[CH2:23][CH2:22][C:21]([F:25])([F:24])[CH2:20][CH2:19]4)=[CH:11][CH:10]=3)=[CH:7][CH:8]=2)=[O:37])[CH:31]=1)([CH3:29])([CH3:27])[CH3:28]. (5) Given the reactants [CH2:1]([C:3]1[C:25]([F:26])=[C:24]([S:27]([CH3:30])(=[O:29])=[O:28])[CH:23]=[CH:22][C:4]=1[C:5]([N:7]1[CH2:13][C:12]2[CH:14]=[C:15]([C:18]([O:20]C)=[O:19])[CH:16]=[CH:17][C:11]=2[O:10][CH2:9][CH2:8]1)=[O:6])[CH3:2].[OH-].[K+], predict the reaction product. The product is: [CH2:1]([C:3]1[C:25]([F:26])=[C:24]([S:27]([CH3:30])(=[O:29])=[O:28])[CH:23]=[CH:22][C:4]=1[C:5]([N:7]1[CH2:13][C:12]2[CH:14]=[C:15]([C:18]([OH:20])=[O:19])[CH:16]=[CH:17][C:11]=2[O:10][CH2:9][CH2:8]1)=[O:6])[CH3:2]. (6) Given the reactants [CH3:1][S:2](Cl)(=[O:4])=[O:3].Cl.[F:7][C:8]1[CH:9]=[N:10][C:11]([C:14]2[CH:28]=[CH:27][C:17]([O:18][CH2:19][C@H:20]3[CH2:25][CH2:24][O:23][CH2:22][C@@H:21]3[NH2:26])=[CH:16][CH:15]=2)=[N:12][CH:13]=1.C(N(CC)CC)C, predict the reaction product. The product is: [F:7][C:8]1[CH:9]=[N:10][C:11]([C:14]2[CH:15]=[CH:16][C:17]([O:18][CH2:19][C@H:20]3[CH2:25][CH2:24][O:23][CH2:22][C@@H:21]3[NH:26][S:2]([CH3:1])(=[O:4])=[O:3])=[CH:27][CH:28]=2)=[N:12][CH:13]=1.